From a dataset of Full USPTO retrosynthesis dataset with 1.9M reactions from patents (1976-2016). Predict the reactants needed to synthesize the given product. (1) Given the product [OH:24][B:15]1[C:14]2[CH:25]=[C:10]([O:9][C:5]3[CH:4]=[C:3]([C:1](=[NH:2])[NH:28][OH:29])[CH:8]=[CH:7][N:6]=3)[CH:11]=[C:12]([CH3:26])[C:13]=2[CH:17]([CH2:18][C:19]([O:21][CH2:22][CH3:23])=[O:20])[O:16]1, predict the reactants needed to synthesize it. The reactants are: [C:1]([C:3]1[CH:8]=[CH:7][N:6]=[C:5]([O:9][C:10]2[CH:11]=[C:12]([CH3:26])[C:13]3[CH:17]([CH2:18][C:19]([O:21][CH2:22][CH3:23])=[O:20])[O:16][B:15]([OH:24])[C:14]=3[CH:25]=2)[CH:4]=1)#[N:2].Cl.[NH2:28][OH:29].C(N(CC)CC)C. (2) The reactants are: [Br:1][C:2]1[C:3]([CH3:21])=[C:4]([N:8]2[C:17](=[O:18])[C:16]3[C:11](=[C:12]([CH3:19])[CH:13]=[CH:14][CH:15]=3)[NH:10][C:9]2=[O:20])[CH:5]=[CH:6][CH:7]=1.[C:22]([O-])([O-])=O.[Cs+].[Cs+].IC. Given the product [Br:1][C:2]1[C:3]([CH3:21])=[C:4]([N:8]2[C:17](=[O:18])[C:16]3[C:11](=[C:12]([CH3:19])[CH:13]=[CH:14][CH:15]=3)[N:10]([CH3:22])[C:9]2=[O:20])[CH:5]=[CH:6][CH:7]=1, predict the reactants needed to synthesize it.